From a dataset of Ames mutagenicity test results for genotoxicity prediction. Regression/Classification. Given a drug SMILES string, predict its toxicity properties. Task type varies by dataset: regression for continuous values (e.g., LD50, hERG inhibition percentage) or binary classification for toxic/non-toxic outcomes (e.g., AMES mutagenicity, cardiotoxicity, hepatotoxicity). Dataset: ames. The molecule is CC1(C)COC1=O. The result is 1 (mutagenic).